From a dataset of Full USPTO retrosynthesis dataset with 1.9M reactions from patents (1976-2016). Predict the reactants needed to synthesize the given product. (1) Given the product [F:27][C:28]1[CH:29]=[CH:30][C:31]([CH2:32][N:33]2[CH:35]=[N:23][C:22]([C:10]3[N:11]=[C:12]4[N:17]([C:18](=[O:19])[C:9]=3[OH:8])[CH2:16][CH2:15][O:14][C:13]4([CH3:20])[CH3:21])=[N:34]2)=[CH:37][CH:38]=1, predict the reactants needed to synthesize it. The reactants are: C([O:8][C:9]1[C:18](=[O:19])[N:17]2[C:12]([C:13]([CH3:21])([CH3:20])[O:14][CH2:15][CH2:16]2)=[N:11][C:10]=1[C:22](=S)[NH2:23])C1C=CC=CC=1.CI.[F:27][C:28]1[CH:38]=[CH:37][C:31]([CH2:32][N:33]([CH:35]=O)[NH2:34])=[CH:30][CH:29]=1.C([O-])(O)=O.[Na+]. (2) Given the product [Br:2][C:17]1[CH2:16][CH2:15][C:14]2[C:19](=[C:20]([F:21])[C:11]([F:10])=[CH:12][CH:13]=2)[C:18]=1[CH:7]=[O:8], predict the reactants needed to synthesize it. The reactants are: P(Br)(Br)[Br:2].CN(C)[CH:7]=[O:8].[F:10][C:11]1[C:20]([F:21])=[C:19]2[C:14]([CH2:15][CH2:16][C:17](=O)[CH2:18]2)=[CH:13][CH:12]=1.C(=O)(O)[O-].[Na+].